From a dataset of Forward reaction prediction with 1.9M reactions from USPTO patents (1976-2016). Predict the product of the given reaction. Given the reactants [Cl:1][C:2]1[C:7]([C:8]2[O:9][CH:10]=[C:11]([CH3:13])[N:12]=2)=[C:6](Cl)[N:5]=[CH:4][N:3]=1.[NH3:15].CCOC(C)=O, predict the reaction product. The product is: [Cl:1][C:2]1[N:3]=[CH:4][N:5]=[C:6]([NH2:15])[C:7]=1[C:8]1[O:9][CH:10]=[C:11]([CH3:13])[N:12]=1.